This data is from Forward reaction prediction with 1.9M reactions from USPTO patents (1976-2016). The task is: Predict the product of the given reaction. (1) Given the reactants [C:1]1([C@@H:7]2[N:12]([S:13]([C:16]3[CH:21]=[CH:20][C:19]([CH3:22])=[CH:18][CH:17]=3)(=[O:15])=[O:14])[CH2:11][CH:10]3[C@@:8]2([CH2:23][OH:24])[CH2:9]3)[CH:6]=[CH:5][CH:4]=[CH:3][CH:2]=1.CC(C)=[O:27].OS(O)(=O)=O.O=[Cr](=O)=O.CO, predict the reaction product. The product is: [C:1]1([C@@H:7]2[N:12]([S:13]([C:16]3[CH:17]=[CH:18][C:19]([CH3:22])=[CH:20][CH:21]=3)(=[O:14])=[O:15])[CH2:11][CH:10]3[C@@:8]2([C:23]([OH:27])=[O:24])[CH2:9]3)[CH:2]=[CH:3][CH:4]=[CH:5][CH:6]=1. (2) Given the reactants C1(N(C2C=CC=CC=2)C2C=CC([C:14]3([CH:24]=[C:25]4[C:30](=[O:31])[N:29]([CH2:32][CH2:33][CH2:34][CH2:35][CH2:36][CH2:37][OH:38])[C:28](=[O:39])[C:27]([C:40]#[N:41])=[C:26]4[CH3:42])[S:18][C:17]([C:19]4[S:20][CH:21]=[CH:22][CH:23]=4)=[CH:16][CH2:15]3)=CC=2)C=CC=CC=1.[CH2:49]([N:51]([CH2:54][CH3:55])[CH2:52][CH3:53])[CH3:50].[C:56](Cl)(=[O:60])[C:57]([CH3:59])=[CH2:58], predict the reaction product. The product is: [C:56]([O:38][CH2:37][CH2:36][CH2:35][CH2:34][CH2:33][CH2:32][N:29]1[C:30](=[O:31])[C:25](=[CH:24][C:14]2[S:18][C:17]([C:19]3[S:20][C:21]([C:14]4[CH:15]=[CH:16][C:49]([N:51]([C:54]5[CH:17]=[CH:19][CH:23]=[CH:22][CH:55]=5)[C:52]5[CH:30]=[CH:25][CH:26]=[CH:27][CH:53]=5)=[CH:50][CH:24]=4)=[CH:22][CH:23]=3)=[CH:16][CH:15]=2)[C:26]([CH3:42])=[C:27]([C:40]#[N:41])[C:28]1=[O:39])(=[O:60])[C:57]([CH3:59])=[CH2:58].